Dataset: Forward reaction prediction with 1.9M reactions from USPTO patents (1976-2016). Task: Predict the product of the given reaction. Given the reactants [F:1][C:2]1[CH:7]=[CH:6][C:5]([N:8]2[CH:12]=[N:11][N:10]=[C:9]2[CH:13]=O)=[CH:4][CH:3]=1.C(OP([CH2:23][C:24]([O:26]CC)=[O:25])(OCC)=O)C.[H-].[Na+].Cl, predict the reaction product. The product is: [F:1][C:2]1[CH:3]=[CH:4][C:5]([N:8]2[CH:12]=[N:11][N:10]=[C:9]2/[CH:13]=[CH:23]/[C:24]([OH:26])=[O:25])=[CH:6][CH:7]=1.